Task: Regression. Given a peptide amino acid sequence and an MHC pseudo amino acid sequence, predict their binding affinity value. This is MHC class I binding data.. Dataset: Peptide-MHC class I binding affinity with 185,985 pairs from IEDB/IMGT (1) The peptide sequence is FMGRLGPEY. The MHC is HLA-B35:01 with pseudo-sequence HLA-B35:01. The binding affinity (normalized) is 0.559. (2) The MHC is HLA-B07:02 with pseudo-sequence HLA-B07:02. The peptide sequence is LTVKHMANV. The binding affinity (normalized) is 0.0847. (3) The peptide sequence is GTDSGFAAY. The MHC is HLA-A11:01 with pseudo-sequence HLA-A11:01. The binding affinity (normalized) is 0.571. (4) The peptide sequence is VFYYFPLL. The MHC is H-2-Db with pseudo-sequence H-2-Db. The binding affinity (normalized) is 0.271. (5) The peptide sequence is IRVPDFNELF. The MHC is Mamu-B17 with pseudo-sequence Mamu-B17. The binding affinity (normalized) is 0.494. (6) The peptide sequence is GQWDGWVWL. The MHC is HLA-A30:01 with pseudo-sequence HLA-A30:01. The binding affinity (normalized) is 0.0847.